Dataset: Forward reaction prediction with 1.9M reactions from USPTO patents (1976-2016). Task: Predict the product of the given reaction. (1) Given the reactants [CH:1](=[O:5])[CH2:2][CH2:3][CH3:4].[CH2:6]([OH:18])[CH2:7][O:8][CH2:9][CH2:10][O:11][CH2:12][CH2:13][O:14][CH2:15][CH2:16][OH:17].C(O)COCCOCCOCCOCCCC, predict the reaction product. The product is: [CH:1](=[O:5])[CH2:2][CH2:3][CH3:4].[CH2:16]([OH:17])[CH2:15][O:14][CH2:13][CH2:12][O:11][CH2:10][CH2:9][O:8][CH2:7][CH2:6][OH:18]. (2) Given the reactants C[Si]([C:5]#[C:6][C:7]1[N:12]=[CH:11][C:10]([CH2:13][NH:14][C:15]([C:17]2[C:18]3[CH:19]=[N:20][N:21]([C:26]4[CH:31]=[CH:30][C:29]([F:32])=[CH:28][CH:27]=4)[C:22]=3[CH:23]=[CH:24][CH:25]=2)=[O:16])=[CH:9][CH:8]=1)(C)C.CCCC[N+](CCCC)(CCCC)CCCC.[F-], predict the reaction product. The product is: [C:6]([C:7]1[N:12]=[CH:11][C:10]([CH2:13][NH:14][C:15]([C:17]2[C:18]3[CH:19]=[N:20][N:21]([C:26]4[CH:27]=[CH:28][C:29]([F:32])=[CH:30][CH:31]=4)[C:22]=3[CH:23]=[CH:24][CH:25]=2)=[O:16])=[CH:9][CH:8]=1)#[CH:5].